Task: Predict the product of the given reaction.. Dataset: Forward reaction prediction with 1.9M reactions from USPTO patents (1976-2016) (1) Given the reactants [C:1]([NH:5][C:6]1[C:7]([NH:25][CH2:26][C:27]2[CH:32]=[CH:31][C:30]([O:33][CH3:34])=[CH:29][C:28]=2[O:35][CH3:36])=[N:8][C:9]2[C:14]([N:15]=1)=[C:13](B1OC(C)(C)C(C)(C)O1)[CH:12]=[CH:11][CH:10]=2)([CH3:4])([CH3:3])[CH3:2].CC1(C)C(C)(C)OB([C:45]2[NH:53][C:52]3[CH2:51][CH2:50][NH:49][C:48](=[O:54])[C:47]=3[CH:46]=2)O1, predict the reaction product. The product is: [C:1]([NH:5][C:6]1[C:7]([NH:25][CH2:26][C:27]2[CH:32]=[CH:31][C:30]([O:33][CH3:34])=[CH:29][C:28]=2[O:35][CH3:36])=[N:8][C:9]2[C:14]([N:15]=1)=[C:13]([C:45]1[NH:53][C:52]3[CH2:51][CH2:50][NH:49][C:48](=[O:54])[C:47]=3[CH:46]=1)[CH:12]=[CH:11][CH:10]=2)([CH3:4])([CH3:3])[CH3:2]. (2) Given the reactants [Br:1][C:2]1[CH:3]=[C:4]([C:16]([NH2:18])=[O:17])[C:5]2[NH:6][C:7]3[C:12]([C:13]=2[CH:14]=1)=[CH:11][CH:10]=[C:9](I)[CH:8]=3.[N:19]1[CH:24]=[CH:23][CH:22]=[C:21](B(O)O)[CH:20]=1.C([O-])([O-])=O.[Na+].[Na+], predict the reaction product. The product is: [Br:1][C:2]1[CH:3]=[C:4]([C:16]([NH2:18])=[O:17])[C:5]2[NH:6][C:7]3[C:12]([C:13]=2[CH:14]=1)=[CH:11][CH:10]=[C:9]([C:21]1[CH:20]=[N:19][CH:24]=[CH:23][CH:22]=1)[CH:8]=3. (3) Given the reactants [Cl:1][C:2]1[CH:7]=[CH:6][C:5]([OH:8])=[CH:4][CH:3]=1.[Cl:9][C:10]1[C:11](F)=[CH:12][C:13]2[O:18][CH:17]([C:19]([F:22])([F:21])[F:20])[C:16]([C:23]([O:25]CC)=[O:24])=[CH:15][C:14]=2[CH:28]=1, predict the reaction product. The product is: [Cl:9][C:10]1[C:11]([O:8][C:5]2[CH:6]=[CH:7][C:2]([Cl:1])=[CH:3][CH:4]=2)=[CH:12][C:13]2[O:18][CH:17]([C:19]([F:22])([F:20])[F:21])[C:16]([C:23]([OH:25])=[O:24])=[CH:15][C:14]=2[CH:28]=1.